From a dataset of Peptide-MHC class I binding affinity with 185,985 pairs from IEDB/IMGT. Regression. Given a peptide amino acid sequence and an MHC pseudo amino acid sequence, predict their binding affinity value. This is MHC class I binding data. (1) The peptide sequence is HVVNYNGLL. The MHC is HLA-B39:01 with pseudo-sequence HLA-B39:01. The binding affinity (normalized) is 0.0847. (2) The peptide sequence is RPAFPAGTF. The MHC is HLA-B48:01 with pseudo-sequence HLA-B48:01. The binding affinity (normalized) is 0.0847.